Dataset: Reaction yield outcomes from USPTO patents with 853,638 reactions. Task: Predict the reaction yield, written as a fraction of the theoretical maximum amount of product (1.0 means a 100% yield; for example, 0.34 means a 34% yield). The reactants are P(Cl)(Cl)(Cl)=O.[CH3:6][N:7]([CH3:31])[C:8]([C:10]1[N:15]=[C:14]2[CH:16]=[C:17]([CH3:19])[NH:18][C:13]2=[C:12]([NH:20][CH2:21][C:22]2[C:27]([CH3:28])=[CH:26][CH:25]=[CH:24][C:23]=2[CH2:29][CH3:30])[CH:11]=1)=[O:9].C[N+](C)=CCl.[Cl-].CN([CH:41]=[O:42])C. No catalyst specified. The yield is 0.580. The product is [CH3:31][N:7]([CH3:6])[C:8]([C:10]1[N:15]=[C:14]2[C:16]([CH:41]=[O:42])=[C:17]([CH3:19])[NH:18][C:13]2=[C:12]([NH:20][CH2:21][C:22]2[C:27]([CH3:28])=[CH:26][CH:25]=[CH:24][C:23]=2[CH2:29][CH3:30])[CH:11]=1)=[O:9].